This data is from Catalyst prediction with 721,799 reactions and 888 catalyst types from USPTO. The task is: Predict which catalyst facilitates the given reaction. (1) Reactant: Cl.Cl.[N:3]1[CH:8]=[CH:7][C:6]([N:9]2[CH2:14][CH2:13][C:12]3([CH2:19][CH2:18][NH:17][CH2:16][CH2:15]3)[CH2:11][CH2:10]2)=[CH:5][CH:4]=1.C(N(CC)CC)C.[C:27]([O:31][C:32]([N:34]1[CH2:43][CH2:42][C:41]2[C:36](=[C:37]([C:44](O)=[O:45])[CH:38]=[CH:39][CH:40]=2)[CH2:35]1)=[O:33])([CH3:30])([CH3:29])[CH3:28].F[P-](F)(F)(F)(F)F.N1(O[P+](N(C)C)(N(C)C)N(C)C)C2C=CC=CC=2N=N1.CN1CCOCC1. Product: [N:3]1[CH:4]=[CH:5][C:6]([N:9]2[CH2:14][CH2:13][C:12]3([CH2:19][CH2:18][N:17]([C:44]([C:37]4[CH:38]=[CH:39][CH:40]=[C:41]5[C:36]=4[CH2:35][N:34]([C:32]([O:31][C:27]([CH3:30])([CH3:29])[CH3:28])=[O:33])[CH2:43][CH2:42]5)=[O:45])[CH2:16][CH2:15]3)[CH2:11][CH2:10]2)=[CH:7][CH:8]=1. The catalyst class is: 3. (2) Reactant: [Br:1][C:2]1[C:7]([NH2:8])=[CH:6][C:5]([Br:9])=[CH:4][N:3]=1.[Cl:10][C:11]1[CH:27]=[CH:26][C:14]([O:15][C:16]2[CH:21]=[CH:20][C:19]([S:22](Cl)(=[O:24])=[O:23])=[CH:18][CH:17]=2)=[CH:13][CH:12]=1.N1C=CC=CC=1. The catalyst class is: 2. Product: [Cl:10][C:11]1[CH:27]=[CH:26][C:14]([O:15][C:16]2[CH:17]=[CH:18][C:19]([S:22]([NH:8][C:7]3[C:2]([Br:1])=[N:3][CH:4]=[C:5]([Br:9])[CH:6]=3)(=[O:24])=[O:23])=[CH:20][CH:21]=2)=[CH:13][CH:12]=1. (3) Reactant: [C:1]([N:20]1[CH:24]=[C:23]([CH2:25][OH:26])[N:22]=[CH:21]1)([C:14]1[CH:19]=[CH:18][CH:17]=[CH:16][CH:15]=1)([C:8]1[CH:13]=[CH:12][CH:11]=[CH:10][CH:9]=1)[C:2]1[CH:7]=[CH:6][CH:5]=[CH:4][CH:3]=1.C(N(CC)CC)C.[CH3:34][S:35](Cl)(=[O:37])=[O:36]. Product: [CH3:34][S:35]([O:26][CH2:25][C:23]1[N:22]=[CH:21][N:20]([C:1]([C:14]2[CH:15]=[CH:16][CH:17]=[CH:18][CH:19]=2)([C:8]2[CH:9]=[CH:10][CH:11]=[CH:12][CH:13]=2)[C:2]2[CH:7]=[CH:6][CH:5]=[CH:4][CH:3]=2)[CH:24]=1)(=[O:37])=[O:36]. The catalyst class is: 2. (4) The catalyst class is: 38. Reactant: Cl[C:2]1[C:11]2[C:6](=[CH:7][CH:8]=[C:9]([N:12]3[C:20]4[C:15](=[CH:16][CH:17]=[CH:18][CH:19]=4)[CH2:14][C:13]3=[O:21])[CH:10]=2)[CH:5]=[N:4][CH:3]=1.Br[C:23]1[CH:28]=[CH:27][C:26]([C:29]2[CH:30]=[N:31][N:32]([CH2:34][C:35]([CH3:38])([OH:37])[CH3:36])[CH:33]=2)=[CH:25][CH:24]=1.[O-]P([O-])([O-])=O.[K+].[K+].[K+]. Product: [OH:37][C:35]([CH3:38])([CH3:36])[CH2:34][N:32]1[CH:33]=[C:29]([C:26]2[CH:27]=[CH:28][C:23]([C:2]3[C:11]4[C:6](=[CH:7][CH:8]=[C:9]([N:12]5[C:20]6[C:15](=[CH:16][CH:17]=[CH:18][CH:19]=6)[CH2:14][C:13]5=[O:21])[CH:10]=4)[CH:5]=[N:4][CH:3]=3)=[CH:24][CH:25]=2)[CH:30]=[N:31]1. (5) Reactant: [Li]CCCC.[C:6]([C:10]1[N:11]([S:15]([N:18]([CH3:20])[CH3:19])(=[O:17])=[O:16])[CH:12]=[CH:13][N:14]=1)([CH3:9])([CH3:8])[CH3:7].CN([CH:24]=[O:25])C.[NH4+].[Cl-]. Product: [C:6]([C:10]1[N:11]([S:15]([N:18]([CH3:20])[CH3:19])(=[O:17])=[O:16])[C:12]([CH:24]=[O:25])=[CH:13][N:14]=1)([CH3:9])([CH3:7])[CH3:8]. The catalyst class is: 1. (6) Reactant: [Br:1][CH2:2][CH2:3][CH2:4][CH2:5][CH2:6][CH2:7][CH2:8][CH2:9][CH2:10][CH2:11][CH2:12][CH2:13][CH2:14][CH2:15][CH2:16][C:17]([OH:19])=[O:18].[CH3:20]OC(OC)OC. Product: [CH3:20][O:18][C:17](=[O:19])[CH2:16][CH2:15][CH2:14][CH2:13][CH2:12][CH2:11][CH2:10][CH2:9][CH2:8][CH2:7][CH2:6][CH2:5][CH2:4][CH2:3][CH2:2][Br:1]. The catalyst class is: 442. (7) Reactant: [C:9](O[C:9]([O:11][C:12]([CH3:15])([CH3:14])[CH3:13])=[O:10])([O:11][C:12]([CH3:15])([CH3:14])[CH3:13])=[O:10].[NH2:16][C:17]1[CH:22]=[C:21]([CH3:23])[CH:20]=[C:19]([CH3:24])[C:18]=1[OH:25]. Product: [C:12]([O:11][C:9](=[O:10])[NH:16][C:17]1[CH:22]=[C:21]([CH3:23])[CH:20]=[C:19]([CH3:24])[C:18]=1[OH:25])([CH3:13])([CH3:14])[CH3:15]. The catalyst class is: 1.